This data is from Reaction yield outcomes from USPTO patents with 853,638 reactions. The task is: Predict the reaction yield, written as a fraction of the theoretical maximum amount of product (1.0 means a 100% yield; for example, 0.34 means a 34% yield). (1) The reactants are Br[C:2]1[CH:7]=[CH:6][CH:5]=[CH:4][C:3]=1[NH:8][C:9]([C@H:11]1[CH2:15][CH2:14][CH2:13][N:12]1[C:16]([O:18][C:19]([CH3:22])([CH3:21])[CH3:20])=[O:17])=[O:10].C([O-])([O-])=O.[Cs+].[Cs+].N1C2C(=CC=C3C=2N=CC=C3)C=CC=1. The catalyst is COCCOC.[Cu]I. The product is [O:10]1[C:2]2[CH:7]=[CH:6][CH:5]=[CH:4][C:3]=2[N:8]=[C:9]1[C@H:11]1[CH2:15][CH2:14][CH2:13][N:12]1[C:16]([O:18][C:19]([CH3:22])([CH3:21])[CH3:20])=[O:17]. The yield is 0.580. (2) The reactants are [N:1]1[CH:6]=[CH:5][CH:4]=[C:3](B(O)O)[CH:2]=1.FC(F)(F)S(O[C:16]1[C@@:20]2([CH3:41])[CH2:21][CH2:22][C@H:23]3[C@H:32]([C@@H:19]2[CH2:18][CH:17]=1)[CH2:31][CH:30]=[C:29]1[C@:24]3([CH3:40])[CH2:25][CH2:26][C:27](=[O:39])[N:28]1[CH2:33][C:34]([N:36]([CH3:38])[CH3:37])=O)(=O)=O.[OH2:44]. The catalyst is O1CCOCC1.Cl[Pd](Cl)([P](C1C=CC=CC=1)(C1C=CC=CC=1)C1C=CC=CC=1)[P](C1C=CC=CC=1)(C1C=CC=CC=1)C1C=CC=CC=1. The product is [CH3:40][C@@:24]12[C@H:23]3[CH2:22][CH2:21][C@@:20]4([CH3:41])[C@H:19]([C@@H:32]3[CH2:31][CH:30]=[C:29]1[N:28]([CH2:33][C:34]([N:36]([CH3:37])[CH3:38])=[O:44])[C:27](=[O:39])[CH2:26][CH2:25]2)[CH2:18][CH:17]=[C:16]4[C:3]1[CH:2]=[N:1][CH:6]=[CH:5][CH:4]=1. The yield is 0.220. (3) The reactants are [NH:1]1[C:5]2[CH:6]=[CH:7][CH:8]=[CH:9][C:4]=2[N:3]=[C:2]1[NH:10][CH2:11][C:12]1[CH:17]=[CH:16][CH:15]=[C:14]([NH:18][C:19]2[CH:24]=[C:23](Cl)[N:22]=[CH:21][N:20]=2)[CH:13]=1.[CH3:26][O:27][C:28]1[CH:33]=[CH:32][CH:31]=[CH:30][C:29]=1B(O)O.C([O-])([O-])=O.[Na+].[Na+].O. The catalyst is C(COC)OC. The product is [NH:1]1[C:5]2[CH:6]=[CH:7][CH:8]=[CH:9][C:4]=2[N:3]=[C:2]1[NH:10][CH2:11][C:12]1[CH:17]=[CH:16][CH:15]=[C:14]([NH:18][C:19]2[CH:24]=[C:23]([C:29]3[CH:30]=[CH:31][CH:32]=[CH:33][C:28]=3[O:27][CH3:26])[N:22]=[CH:21][N:20]=2)[CH:13]=1. The yield is 0.500. (4) The reactants are Br[C:2]1[CH:3]=[CH:4][C:5]([O:8][CH3:9])=[N:6][CH:7]=1.[Li]CCCC.[B:15](OC(C)C)([O:20]C(C)C)[O:16]C(C)C.Cl.[OH-].[Na+]. The catalyst is C1COCC1. The product is [CH3:9][O:8][C:5]1[N:6]=[CH:7][C:2]([B:15]([OH:20])[OH:16])=[CH:3][CH:4]=1. The yield is 0.750.